This data is from Full USPTO retrosynthesis dataset with 1.9M reactions from patents (1976-2016). The task is: Predict the reactants needed to synthesize the given product. (1) Given the product [CH2:24]([CH:26]1[C:34]2[C:29](=[CH:30][CH:31]=[C:32]([N:35]3[C:39](=[O:40])[C:38](=[N:20][NH:2][C:3]4[C:4]([OH:19])=[C:5]([C:10]5[CH:15]=[CH:14][CH:13]=[C:12]([C:16]([OH:18])=[O:17])[CH:11]=5)[CH:6]=[C:7]([CH3:9])[CH:8]=4)[C:37]([CH3:41])=[N:36]3)[CH:33]=2)[CH2:28][CH2:27]1)[CH3:25], predict the reactants needed to synthesize it. The reactants are: Cl.[NH2:2][C:3]1[C:4]([OH:19])=[C:5]([C:10]2[CH:15]=[CH:14][CH:13]=[C:12]([C:16]([OH:18])=[O:17])[CH:11]=2)[CH:6]=[C:7]([CH3:9])[CH:8]=1.[N:20]([O-])=O.[Na+].[CH2:24]([CH:26]1[C:34]2[C:29](=[CH:30][CH:31]=[C:32]([N:35]3[C:39](=[O:40])[CH2:38][C:37]([CH3:41])=[N:36]3)[CH:33]=2)[CH2:28][CH2:27]1)[CH3:25].C(=O)(O)[O-].[Na+]. (2) Given the product [CH2:1]([N:3]([CH2:4][CH2:5][N:6]1[C:41](=[O:42])[C:27]2[C:26]3[C:25]4[C:20](=[CH:21][CH:22]=[CH:23][CH:24]=4)[N:19]([C@@H:14]4[O:15][C@H:16]([CH2:17][OH:18])[C@@H:11]([O:10][CH3:9])[C@H:12]([OH:45])[C@H:13]4[OH:44])[C:31]=3[C:30]3[NH:32][C:33]4[CH:34]=[CH:35][CH:36]=[CH:37][C:38]=4[C:29]=3[C:28]=2[C:39]1=[O:40])[CH2:7][CH3:8])[CH3:2], predict the reactants needed to synthesize it. The reactants are: [CH2:1]([N:3]([CH2:7][CH3:8])[CH2:4][CH2:5][NH2:6])[CH3:2].[CH3:9][O:10][C@@H:11]1[C@@H:16]([CH2:17][OH:18])[O:15][C@@H:14]([N:19]2[C:31]3[C:30]4[NH:32][C:33]5[CH:34]=[CH:35][CH:36]=[CH:37][C:38]=5[C:29]=4[C:28]4[C:39](=O)[O:40][C:41](=[O:42])[C:27]=4[C:26]=3[C:25]3[C:20]2=[CH:21][CH:22]=[CH:23][CH:24]=3)[C@H:13]([OH:44])[C@H:12]1[OH:45].Cl.C(OCC)(=O)C.